This data is from Catalyst prediction with 721,799 reactions and 888 catalyst types from USPTO. The task is: Predict which catalyst facilitates the given reaction. (1) Reactant: [NH2:1][C:2]([CH3:21])([CH3:20])[CH2:3][NH:4][C:5]1[CH:10]=[C:9]([C:11]2[CH:16]=[CH:15][CH:14]=[C:13]([CH3:17])[C:12]=2[CH3:18])[N:8]=[C:7]([NH2:19])[N:6]=1.C(=O)(OC(C)(C)C)[O:23][C:24]([O:26][C:27]([CH3:30])([CH3:29])[CH3:28])=O.CCN(CC)CC. Product: [NH2:19][C:7]1[N:6]=[C:5]([NH:4][CH2:3][C:2]([NH:1][C:24](=[O:23])[O:26][C:27]([CH3:30])([CH3:29])[CH3:28])([CH3:21])[CH3:20])[CH:10]=[C:9]([C:11]2[CH:16]=[CH:15][CH:14]=[C:13]([CH3:17])[C:12]=2[CH3:18])[N:8]=1. The catalyst class is: 1. (2) Reactant: [CH2:1]([NH:8][C:9](=[O:24])[C@H:10]([CH2:17][C:18]1[CH:23]=[CH:22][CH:21]=[CH:20][CH:19]=1)[NH:11][C:12](=[O:16])[C:13](=O)[CH3:14])[C:2]1[CH:7]=[CH:6][CH:5]=[CH:4][CH:3]=1.CC1C=CC(S(O)(=O)=O)=CC=1.O. Product: [CH2:1]([N:8]1[C:13](=[CH2:14])[C:12](=[O:16])[NH:11][C@@H:10]([CH2:17][C:18]2[CH:23]=[CH:22][CH:21]=[CH:20][CH:19]=2)[C:9]1=[O:24])[C:2]1[CH:7]=[CH:6][CH:5]=[CH:4][CH:3]=1. The catalyst class is: 11. (3) Reactant: [OH:1][CH:2]1[CH:7]2[CH2:8][CH2:9][N:4]([CH2:5][CH2:6]2)[CH2:3]1.[I:10][C:11]1[CH:16]=[CH:15][C:14](I)=[CH:13][CH:12]=1.N1C2C(=CC=C3C=2N=CC=C3)C=CC=1. Product: [I:10][C:11]1[CH:16]=[CH:15][C:14]([O:1][CH:2]2[CH:7]3[CH2:8][CH2:9][N:4]([CH2:5][CH2:6]3)[CH2:3]2)=[CH:13][CH:12]=1. The catalyst class is: 648.